Dataset: Forward reaction prediction with 1.9M reactions from USPTO patents (1976-2016). Task: Predict the product of the given reaction. (1) Given the reactants [CH3:1][O:2][C:3]([C:5]1[CH:6]=[C:7]2[C:11](=[CH:12][CH:13]=1)[NH:10][N:9]=[C:8]2[C:14]([OH:16])=O)=[O:4].C1N(P(Cl)(N2C(=O)OCC2)=O)C(=O)OC1.Cl.[CH:33]([N:36]1[CH2:41][CH2:40][CH:39]([NH2:42])[CH2:38][CH2:37]1)([CH3:35])[CH3:34].O, predict the reaction product. The product is: [CH3:1][O:2][C:3]([C:5]1[CH:6]=[C:7]2[C:11](=[CH:12][CH:13]=1)[NH:10][N:9]=[C:8]2[C:14](=[O:16])[NH:42][CH:39]1[CH2:40][CH2:41][N:36]([CH:33]([CH3:35])[CH3:34])[CH2:37][CH2:38]1)=[O:4]. (2) Given the reactants [C:1]([C:3]1[CH:19]=[CH:18][C:6]([O:7][C:8]2[CH:9]=[CH:10][C:11]3[B:15]([OH:16])[O:14][CH2:13][C:12]=3[CH:17]=2)=[CH:5][C:4]=1[OH:20])#[N:2].I[CH3:22].[H-].[Na+].Cl, predict the reaction product. The product is: [C:1]([C:3]1[CH:19]=[CH:18][C:6]([O:7][C:8]2[CH:9]=[CH:10][C:11]3[B:15]([OH:16])[O:14][CH2:13][C:12]=3[CH:17]=2)=[CH:5][C:4]=1[O:20][CH3:22])#[N:2]. (3) Given the reactants [N:1]1[C:8]([Cl:9])=[N:7][C:5]([Cl:6])=[N:4][C:2]=1Cl.[NH2:10][C:11]1[C:12]([C:23]([NH2:25])=[O:24])=[N:13][C:14]([CH:17]2[CH2:22][CH2:21][NH:20][CH2:19][CH2:18]2)=[CH:15][CH:16]=1.CCN(C(C)C)C(C)C.CO, predict the reaction product. The product is: [NH2:10][C:11]1[C:12]([C:23]([NH2:25])=[O:24])=[N:13][C:14]([CH:17]2[CH2:22][CH2:21][N:20]([C:2]3[N:1]=[C:8]([Cl:9])[N:7]=[C:5]([Cl:6])[N:4]=3)[CH2:19][CH2:18]2)=[CH:15][CH:16]=1. (4) Given the reactants [CH3:1][N:2]1[CH:6]=[CH:5][N:4]=[N:3]1.[Li]CCCC.[Cl:12][C:13]1[C:22]2[C:17](=[CH:18][CH:19]=[C:20]([C:23]([C:25]3[N:29]([CH3:30])[CH:28]=[N:27][CH:26]=3)=[O:24])[CH:21]=2)[N:16]=[C:15]([O:31][CH3:32])[C:14]=1[CH2:33][C:34]1[CH:39]=[CH:38][C:37]([C:40]([F:43])([F:42])[F:41])=[CH:36][CH:35]=1, predict the reaction product. The product is: [Cl:12][C:13]1[C:22]2[C:17](=[CH:18][CH:19]=[C:20]([C:23]([C:6]3[N:2]([CH3:1])[N:3]=[N:4][CH:5]=3)([C:25]3[N:29]([CH3:30])[CH:28]=[N:27][CH:26]=3)[OH:24])[CH:21]=2)[N:16]=[C:15]([O:31][CH3:32])[C:14]=1[CH2:33][C:34]1[CH:35]=[CH:36][C:37]([C:40]([F:42])([F:41])[F:43])=[CH:38][CH:39]=1. (5) Given the reactants [F:1][C:2]([F:17])([F:16])[C:3]1[CH:11]=[CH:10][C:9]([C:12]([F:15])([F:14])[F:13])=[CH:8][C:4]=1[C:5](Cl)=[O:6].[NH2:18][C:19]1[CH:20]=[CH:21][C:22]([CH3:36])=[C:23]([C:25]2[CH:26]=[C:27]3[C:32](=[CH:33][CH:34]=2)[N:31]=[C:30]([NH2:35])[N:29]=[CH:28]3)[CH:24]=1.C(N(CC)CC)C, predict the reaction product. The product is: [NH2:35][C:30]1[N:29]=[CH:28][C:27]2[C:32](=[CH:33][CH:34]=[C:25]([C:23]3[CH:24]=[C:19]([NH:18][C:5](=[O:6])[C:4]4[CH:8]=[C:9]([C:12]([F:15])([F:14])[F:13])[CH:10]=[CH:11][C:3]=4[C:2]([F:17])([F:16])[F:1])[CH:20]=[CH:21][C:22]=3[CH3:36])[CH:26]=2)[N:31]=1. (6) Given the reactants Cl.Cl.[NH2:3][C@H:4]([C:7]1[S:8][C:9]([C:12]2[CH:17]=[CH:16][CH:15]=[C:14]([Br:18])[N:13]=2)=[CH:10][N:11]=1)[CH2:5][OH:6].C(N(CC)CC)C.Cl[C:27](Cl)([O:29]C(=O)OC(Cl)(Cl)Cl)Cl.O, predict the reaction product. The product is: [Br:18][C:14]1[N:13]=[C:12]([C:9]2[S:8][C:7]([C@@H:4]3[CH2:5][O:6][C:27](=[O:29])[NH:3]3)=[N:11][CH:10]=2)[CH:17]=[CH:16][CH:15]=1.